This data is from Full USPTO retrosynthesis dataset with 1.9M reactions from patents (1976-2016). The task is: Predict the reactants needed to synthesize the given product. (1) Given the product [CH3:15][O:16][C:17]1[CH:22]=[C:21]([N+:23]([O-:25])=[O:24])[CH:20]=[CH:19][C:18]=1[O:5][CH2:6][CH2:7][CH2:8][N:9]1[CH2:14][CH2:13][O:12][CH2:11][CH2:10]1, predict the reactants needed to synthesize it. The reactants are: CS([O:5][CH2:6][CH2:7][CH2:8][N:9]1[CH2:14][CH2:13][O:12][CH2:11][CH2:10]1)(=O)=O.[CH3:15][O:16][C:17]1[CH:22]=[C:21]([N+:23]([O-:25])=[O:24])[CH:20]=[CH:19][C:18]=1O. (2) Given the product [CH2:11]([N:18]1[CH:6]2[CH2:5][CH2:24][CH:20]1[CH2:21][C:3](=[O:4])[CH2:7]2)[C:12]1[CH:17]=[CH:16][CH:15]=[CH:14][CH:13]=1, predict the reactants needed to synthesize it. The reactants are: CO[CH:3]1[CH2:7][CH2:6][CH:5](OC)[O:4]1.Cl.[CH2:11]([NH2:18])[C:12]1[CH:17]=[CH:16][CH:15]=[CH:14][CH:13]=1.O=[C:20]([C:24](O)=O)[C:21](O)=O.C([O-])(=O)C.[Na+].[OH-].[Na+]. (3) Given the product [CH2:44]([O:48][C:49]1([C:53]2[CH:58]=[CH:57][CH:56]=[CH:55][C:54]=2[CH3:59])[CH2:50][N:51]([C:24](=[O:26])[CH:23]([NH:22][C:20](=[O:21])[O:19][C:15]([CH3:16])([CH3:17])[CH3:18])[CH2:27][C:28]2[CH:33]=[CH:32][C:31]([O:34][CH3:35])=[CH:30][C:29]=2[OH:36])[CH2:52]1)[CH2:45][CH2:46][CH3:47], predict the reactants needed to synthesize it. The reactants are: C(Cl)CCl.C1C=CC2N(O)N=NC=2C=1.[C:15]([O:19][C:20]([NH:22][CH:23]([CH2:27][C:28]1[CH:33]=[CH:32][C:31]([O:34][CH3:35])=[CH:30][C:29]=1[OH:36])[C:24]([OH:26])=O)=[O:21])([CH3:18])([CH3:17])[CH3:16].FC(F)(F)C(O)=O.[CH2:44]([O:48][C:49]1([C:53]2[CH:58]=[CH:57][CH:56]=[CH:55][C:54]=2[CH3:59])[CH2:52][NH:51][CH2:50]1)[CH2:45][CH2:46][CH3:47].C(N(C(C)C)CC)(C)C.Cl. (4) Given the product [CH2:1]([O:8][C:9]([NH:11][C:12]1[C:13]([CH3:38])=[C:14]([C:18]2[C:30]3[C:29]4[C:24](=[CH:25][C:26]([Br:31])=[CH:27][CH:28]=4)[NH:23][C:22]=3[C:21]([C:32]([O:34][CH2:35][CH3:36])=[O:33])=[N:20][C:19]=2[CH3:37])[CH:15]=[CH:16][CH:17]=1)=[O:10])[C:2]1[CH:7]=[CH:6][CH:5]=[CH:4][CH:3]=1, predict the reactants needed to synthesize it. The reactants are: [CH2:1]([O:8][C:9]([NH:11][C:12]1[C:13]([CH3:38])=[C:14]([CH:18]2[C:30]3[C:29]4[C:24](=[CH:25][C:26]([Br:31])=[CH:27][CH:28]=4)[NH:23][C:22]=3[CH:21]([C:32]([O:34][CH2:35][CH3:36])=[O:33])[NH:20][CH:19]2[CH3:37])[CH:15]=[CH:16][CH:17]=1)=[O:10])[C:2]1[CH:7]=[CH:6][CH:5]=[CH:4][CH:3]=1. (5) Given the product [Cl:27][C:6]1[CH:5]=[CH:4][C:3]([CH2:2][NH:1][C:42](=[O:43])[CH2:41][N:40]([CH3:45])[CH3:39])=[CH:8][C:7]=1[NH:9][C:10]1[S:11]/[C:12](=[CH:16]\[C:17]2[CH:18]=[C:19]3[C:24](=[CH:25][CH:26]=2)[N:23]=[CH:22][CH:21]=[CH:20]3)/[C:13](=[O:15])[N:14]=1, predict the reactants needed to synthesize it. The reactants are: [NH2:1][CH2:2][C:3]1[CH:4]=[CH:5][C:6]([Cl:27])=[C:7]([NH:9][C:10]2[S:11]/[C:12](=[CH:16]\[C:17]3[CH:18]=[C:19]4[C:24](=[CH:25][CH:26]=3)[N:23]=[CH:22][CH:21]=[CH:20]4)/[C:13](=[O:15])[N:14]=2)[CH:8]=1.ON1C2N=CC=CC=2N=N1.Cl.[CH3:39][N:40]([CH3:45])[CH2:41][C:42](O)=[O:43].Cl.CN(C)CCCN=C=NCC.[OH-].[Na+]. (6) Given the product [NH2:1][C:2]1[CH:3]=[CH:4][C:5]([S:8]([C:9]2[C:14]([C:15]3[CH:20]=[CH:19][N:18]=[C:17]([NH:21][CH3:22])[N:16]=3)=[CH:13][CH:12]=[CH:11][N:10]=2)=[O:28])=[CH:6][CH:7]=1, predict the reactants needed to synthesize it. The reactants are: [NH2:1][C:2]1[CH:7]=[CH:6][C:5]([S:8][C:9]2[C:14]([C:15]3[CH:20]=[CH:19][N:18]=[C:17]([NH:21][CH3:22])[N:16]=3)=[CH:13][CH:12]=[CH:11][N:10]=2)=[CH:4][CH:3]=1.ClC1C=C(C=CC=1)C(OO)=[O:28]. (7) Given the product [NH2:29][C@H:24]([C:25]([OH:26])=[O:4])[CH2:27][C:13]1[CH:12]=[CH:11][C:16]([OH:17])=[CH:15][CH:14]=1, predict the reactants needed to synthesize it. The reactants are: SCC[OH:4].CCCCCC[CH2:11][CH2:12][CH2:13][CH2:14][CH2:15][CH2:16][O:17]S([O-])(=O)=O.[Na+].C(O)[C:24]([NH2:29])([CH2:27]O)[CH2:25][OH:26].Cl. (8) Given the product [F:1][C:2]1[CH:18]=[C:17]([F:19])[CH:16]=[CH:15][C:3]=1[O:4][C:5]1[CH:12]=[CH:11][C:8]2[C:9](=[O:24])[NH:20][N:21]=[CH:13][C:7]=2[N:6]=1, predict the reactants needed to synthesize it. The reactants are: [F:1][C:2]1[CH:18]=[C:17]([F:19])[CH:16]=[CH:15][C:3]=1[O:4][C:5]1[CH:12]=[CH:11][C:8]([C:9]#N)=[C:7]([CH:13]=O)[N:6]=1.[NH2:20][NH2:21].CC[OH:24].